Predict the reactants needed to synthesize the given product. From a dataset of Full USPTO retrosynthesis dataset with 1.9M reactions from patents (1976-2016). The reactants are: [Cl:1][C:2]1[CH:9]=[CH:8][C:5]([CH:6]=O)=[C:4]([CH3:10])[CH:3]=1.C[C:12]1([CH3:20])[O:19][C:17](=[O:18])[CH2:16]C(=O)O1.N1CCCC1C(O)=O.[CH3:29][S:30][CH2:31][C:32]1[CH:33]=[CH:34][CH:35]=[C:36]2[C:40]=1[NH:39][CH:38]=[CH:37]2. Given the product [Cl:1][C:2]1[CH:9]=[CH:8][C:5]([CH:6]([C:37]2[C:36]3[C:40](=[C:32]([CH2:31][S:30][CH3:29])[CH:33]=[CH:34][CH:35]=3)[NH:39][CH:38]=2)[CH2:16][C:17]([O:19][CH2:12][CH3:20])=[O:18])=[C:4]([CH3:10])[CH:3]=1, predict the reactants needed to synthesize it.